Dataset: Catalyst prediction with 721,799 reactions and 888 catalyst types from USPTO. Task: Predict which catalyst facilitates the given reaction. Reactant: C[O:2][C:3]([C:5]1[CH:26]=[CH:25][C:8]2[N:9]([CH:18]3[CH2:23][CH2:22][CH2:21][CH2:20][CH:19]3[CH3:24])[C:10]([CH2:12][C:13]3[O:14][CH:15]=[CH:16][CH:17]=3)=[N:11][C:7]=2[CH:6]=1)=[O:4].[OH-].[Na+].Cl. The catalyst class is: 5. Product: [O:14]1[CH:15]=[CH:16][CH:17]=[C:13]1[CH2:12][C:10]1[N:9]([CH:18]2[CH2:23][CH2:22][CH2:21][CH2:20][CH:19]2[CH3:24])[C:8]2[CH:25]=[CH:26][C:5]([C:3]([OH:4])=[O:2])=[CH:6][C:7]=2[N:11]=1.